From a dataset of NCI-60 drug combinations with 297,098 pairs across 59 cell lines. Regression. Given two drug SMILES strings and cell line genomic features, predict the synergy score measuring deviation from expected non-interaction effect. (1) Drug 2: C1CN1C2=NC(=NC(=N2)N3CC3)N4CC4. Synergy scores: CSS=12.9, Synergy_ZIP=-1.81, Synergy_Bliss=2.39, Synergy_Loewe=-7.07, Synergy_HSA=1.47. Drug 1: COC1=NC(=NC2=C1N=CN2C3C(C(C(O3)CO)O)O)N. Cell line: MDA-MB-435. (2) Drug 1: CC1=C(C=C(C=C1)NC2=NC=CC(=N2)N(C)C3=CC4=NN(C(=C4C=C3)C)C)S(=O)(=O)N.Cl. Drug 2: CS(=O)(=O)C1=CC(=C(C=C1)C(=O)NC2=CC(=C(C=C2)Cl)C3=CC=CC=N3)Cl. Cell line: SNB-19. Synergy scores: CSS=1.51, Synergy_ZIP=1.37, Synergy_Bliss=4.48, Synergy_Loewe=2.62, Synergy_HSA=2.89.